This data is from Reaction yield outcomes from USPTO patents with 853,638 reactions. The task is: Predict the reaction yield, written as a fraction of the theoretical maximum amount of product (1.0 means a 100% yield; for example, 0.34 means a 34% yield). (1) The reactants are [CH3:1][C:2]1[C:7]([CH3:8])=[CH:6][C:5]([OH:9])=[C:4]([NH2:10])[CH:3]=1.C(=O)(O)[O-].[Na+].Br[CH2:17][C:18](Br)=[O:19].CCOC(C)=O. The catalyst is C(Cl)(Cl)Cl.CN(C=O)C. The product is [CH3:1][C:2]1[C:7]([CH3:8])=[CH:6][C:5]2[O:9][CH2:17][C:18](=[O:19])[NH:10][C:4]=2[CH:3]=1. The yield is 0.800. (2) The reactants are [Cl:1][C:2]1[CH:3]=[C:4]([OH:10])[C:5](=[CH:7][C:8]=1[Cl:9])[OH:6].[C:11](=O)([O-])[O-].[K+].[K+].CI. The catalyst is CN(C)C=O.C(OCC)(=O)C. The product is [Cl:1][C:2]1[C:8]([Cl:9])=[CH:7][C:5]([OH:6])=[C:4]([O:10][CH3:11])[CH:3]=1. The yield is 0.450. (3) The reactants are [C:1]1([CH3:13])[CH:6]=[C:5]([CH3:7])[CH:4]=[C:3]([CH3:8])[C:2]=1[C:9](O)([CH3:11])[CH3:10]. The catalyst is C1COCC1. The yield is 0.446. The product is [CH3:11][C:9]([C:2]1[C:3]([CH3:8])=[CH:4][C:5]([CH3:7])=[CH:6][C:1]=1[CH3:13])=[CH2:10]. (4) The reactants are [CH:1]([O:4][C:5]1[CH:9]=[C:8]([C:10]([O:12][CH3:13])=[O:11])[NH:7][N:6]=1)([CH3:3])[CH3:2].[Cl:14][C:15]1[CH:22]=[C:21]([Cl:23])[CH:20]=[CH:19][C:16]=1[CH2:17]Cl.C(=O)([O-])[O-].[K+].[K+].CN(C)C=O. The catalyst is O. The product is [Cl:14][C:15]1[CH:22]=[C:21]([Cl:23])[CH:20]=[CH:19][C:16]=1[CH2:17][N:7]1[C:8]([C:10]([O:12][CH3:13])=[O:11])=[CH:9][C:5]([O:4][CH:1]([CH3:3])[CH3:2])=[N:6]1. The yield is 0.660.